Dataset: Forward reaction prediction with 1.9M reactions from USPTO patents (1976-2016). Task: Predict the product of the given reaction. (1) Given the reactants [F:1][C:2]([F:26])([F:25])[O:3][C:4]1[CH:5]=[C:6]([CH:10]([C:14]2[CH:19]=[CH:18][CH:17]=[C:16]([O:20][C:21]([F:24])([F:23])[F:22])[CH:15]=2)[C:11]([OH:13])=[O:12])[CH:7]=[CH:8][CH:9]=1.[Li][CH2:28][CH2:29][CH2:30]C.C([Br:39])C1C=CC=CC=1.[CH2:40]1[CH2:44]O[CH2:42][CH2:41]1, predict the reaction product. The product is: [Br:39][C:40]1[CH:44]=[CH:28][C:29]([CH2:30][C:10]([C:14]2[CH:19]=[CH:18][CH:17]=[C:16]([O:20][C:21]([F:24])([F:23])[F:22])[CH:15]=2)([C:6]2[CH:7]=[CH:8][CH:9]=[C:4]([O:3][C:2]([F:25])([F:26])[F:1])[CH:5]=2)[C:11]([OH:13])=[O:12])=[CH:42][CH:41]=1. (2) Given the reactants [Br:1][C:2]1[CH:7]=[CH:6][CH:5]=[CH:4][C:3]=1[OH:8].[C:9]12(O)[CH2:18][CH:13]3[CH2:14][CH:15]([CH2:17][CH:11]([CH2:12]3)[CH2:10]1)[CH2:16]2, predict the reaction product. The product is: [C:9]12([C:6]3[CH:5]=[CH:4][C:3]([OH:8])=[C:2]([Br:1])[CH:7]=3)[CH2:18][CH:13]3[CH2:14][CH:15]([CH2:17][CH:11]([CH2:12]3)[CH2:10]1)[CH2:16]2. (3) Given the reactants [Cl:1][C:2]1[CH:3]=[C:4]2[C:9](=[CH:10][CH:11]=1)[CH:8]=[C:7]([S:12]([CH2:15][CH2:16][C:17]([N:19]1[CH2:24][CH2:23][CH:22]([N:25]3[CH2:29][C:28]4=[CH:30][N:31]=[C:32]([CH2:33][OH:34])[N:27]4[C:26]3=[O:35])[CH2:21][CH2:20]1)=[O:18])(=[O:14])=[O:13])[CH:6]=[CH:5]2.[C:36](OC(=O)C)(=[O:38])[CH3:37].N1C=CC=CC=1.O, predict the reaction product. The product is: [ClH:1].[C:36]([O:34][CH2:33][C:32]1[N:27]2[C:26](=[O:35])[N:25]([CH:22]3[CH2:21][CH2:20][N:19]([C:17](=[O:18])[CH2:16][CH2:15][S:12]([C:7]4[CH:6]=[CH:5][C:4]5[C:9](=[CH:10][CH:11]=[C:2]([Cl:1])[CH:3]=5)[CH:8]=4)(=[O:13])=[O:14])[CH2:24][CH2:23]3)[CH2:29][C:28]2=[CH:30][N:31]=1)(=[O:38])[CH3:37]. (4) Given the reactants I[C:2]1[C:6]2[C:7]([O:11][CH:12]3[CH2:17][CH2:16][O:15][CH2:14][CH2:13]3)=[N:8][CH:9]=[CH:10][C:5]=2[N:4](C(C2C=CC=CC=2)(C2C=CC=CC=2)C2C=CC=CC=2)[N:3]=1.[NH2:37][C:38]1[CH:43]=[CH:42][N:41]=[C:40]([O:44][CH3:45])[CH:39]=1.C(=O)([O-])[O-].[Cs+].[Cs+].CC(C1C=C(C(C)C)C(C2C=CC=CC=2P(C2CCCCC2)C2CCCCC2)=C(C(C)C)C=1)C.C([SiH](CC)CC)C.FC(F)(F)C(O)=O, predict the reaction product. The product is: [CH3:45][O:44][C:40]1[CH:39]=[C:38]([NH:37][C:2]2[C:6]3[C:7]([O:11][CH:12]4[CH2:13][CH2:14][O:15][CH2:16][CH2:17]4)=[N:8][CH:9]=[CH:10][C:5]=3[NH:4][N:3]=2)[CH:43]=[CH:42][N:41]=1. (5) The product is: [NH:11]([C:2]1[C:7]([F:8])=[CH:6][C:5]([F:9])=[CH:4][N:3]=1)[NH2:12]. Given the reactants F[C:2]1[C:7]([F:8])=[CH:6][C:5]([F:9])=[CH:4][N:3]=1.O.[NH2:11][NH2:12], predict the reaction product. (6) Given the reactants [C:1]([O:5][C:6](=[O:27])[N:7]([C:9]1[CH:14]=[CH:13][CH:12]=[C:11]([CH2:15][CH2:16][O:17][C:18]2[CH:19]=[C:20]3[C:24](=[CH:25][CH:26]=2)[NH:23][CH:22]=[CH:21]3)[N:10]=1)[CH3:8])([CH3:4])([CH3:3])[CH3:2].[CH2:28]([O:30][C:31](=[O:44])[C:32]#[C:33][C:34]1[CH:35]=[N:36][C:37]2[C:42]([CH:43]=1)=[CH:41][CH:40]=[CH:39][CH:38]=2)[CH3:29], predict the reaction product. The product is: [CH2:28]([O:30][C:31](=[O:44])[CH:32]=[C:33]([N:23]1[C:24]2[C:20](=[CH:19][C:18]([O:17][CH2:16][CH2:15][C:11]3[CH:12]=[CH:13][CH:14]=[C:9]([N:7]([C:6]([O:5][C:1]([CH3:4])([CH3:2])[CH3:3])=[O:27])[CH3:8])[N:10]=3)=[CH:26][CH:25]=2)[CH:21]=[CH:22]1)[C:34]1[CH:35]=[N:36][C:37]2[C:42]([CH:43]=1)=[CH:41][CH:40]=[CH:39][CH:38]=2)[CH3:29]. (7) Given the reactants [Cl:1][C:2]1[CH:7]=[CH:6][C:5]([C:8]([CH3:13])([CH3:12])[C:9]([OH:11])=O)=[CH:4][CH:3]=1.[NH2:14][CH2:15][CH2:16][CH2:17][N:18]1[CH2:23][CH2:22][CH:21]([C:24]2[CH:25]=[CH:26][C:27]([F:36])=[C:28]([NH:30][C:31](=[O:35])[CH:32]([CH3:34])[CH3:33])[CH:29]=2)[CH2:20][CH2:19]1, predict the reaction product. The product is: [Cl:1][C:2]1[CH:3]=[CH:4][C:5]([C:8]([CH3:13])([CH3:12])[C:9]([NH:14][CH2:15][CH2:16][CH2:17][N:18]2[CH2:23][CH2:22][CH:21]([C:24]3[CH:25]=[CH:26][C:27]([F:36])=[C:28]([NH:30][C:31](=[O:35])[CH:32]([CH3:33])[CH3:34])[CH:29]=3)[CH2:20][CH2:19]2)=[O:11])=[CH:6][CH:7]=1. (8) Given the reactants [N+:1]([C:4]1[CH:11]=[CH:10][C:7]([NH:8][CH3:9])=[CH:6][CH:5]=1)([O-:3])=[O:2].[H-].[Na+].Cl.[CH3:15][N:16]([CH3:20])[CH2:17][CH2:18]Cl, predict the reaction product. The product is: [CH3:15][N:16]([CH3:20])[CH2:17][CH2:18][N:8]([CH3:9])[C:7]1[CH:6]=[CH:5][C:4]([N+:1]([O-:3])=[O:2])=[CH:11][CH:10]=1.